Dataset: Forward reaction prediction with 1.9M reactions from USPTO patents (1976-2016). Task: Predict the product of the given reaction. (1) The product is: [Cl:1][C:2]1[CH:3]=[C:4]2[C:8](=[CH:9][CH:10]=1)[N:7]([C@@H:11]([C:26]1[CH:31]=[CH:30][CH:29]=[CH:28][CH:27]=1)[C@H:12]([O:25][CH3:33])[CH2:13][O:14][S:15]([C:18]1[CH:23]=[CH:22][C:21]([CH3:24])=[CH:20][CH:19]=1)(=[O:17])=[O:16])[CH:6]=[C:5]2[CH3:32]. Given the reactants [Cl:1][C:2]1[CH:3]=[C:4]2[C:8](=[CH:9][CH:10]=1)[N:7]([C@@H:11]([C:26]1[CH:31]=[CH:30][CH:29]=[CH:28][CH:27]=1)[C@H:12]([OH:25])[CH2:13][O:14][S:15]([C:18]1[CH:23]=[CH:22][C:21]([CH3:24])=[CH:20][CH:19]=1)(=[O:17])=[O:16])[CH:6]=[C:5]2[CH3:32].[CH3:33]OS(C(F)(F)F)(=O)=O.C(C1C=C(C)C=C(C(C)(C)C)N=1)(C)(C)C, predict the reaction product. (2) Given the reactants [C:1]([O:5][C:6]([NH:8][NH:9][C:10]1[N:15]=[CH:14][C:13](/[CH:16]=[CH:17]/[C:18]([O-:20])=O)=[CH:12][CH:11]=1)=[O:7])([CH3:4])([CH3:3])[CH3:2].[Li+].Cl.[NH2:23][CH2:24][CH:25]1[CH2:29][C:28]2[CH:30]=[C:31]([C:35]3[S:39][C:38]([C:40](=[O:42])[CH3:41])=[CH:37][CH:36]=3)[CH:32]=[C:33]([Cl:34])[C:27]=2[O:26]1.C1C=CC2N(O)N=NC=2C=1.CCN=C=NCCCN(C)C.CCN(C(C)C)C(C)C, predict the reaction product. The product is: [C:40]([C:38]1[S:39][C:35]([C:31]2[CH:32]=[C:33]([Cl:34])[C:27]3[O:26][CH:25]([CH2:24][NH:23][C:18](=[O:20])/[CH:17]=[CH:16]/[C:13]4[CH:12]=[CH:11][C:10]([NH:9][NH:8][C:6]([O:5][C:1]([CH3:2])([CH3:3])[CH3:4])=[O:7])=[N:15][CH:14]=4)[CH2:29][C:28]=3[CH:30]=2)=[CH:36][CH:37]=1)(=[O:42])[CH3:41].